This data is from Forward reaction prediction with 1.9M reactions from USPTO patents (1976-2016). The task is: Predict the product of the given reaction. Given the reactants [H-].[Na+].CN(C)C=O.[I:8][C:9]1[CH:14]=[CH:13][C:12]([OH:15])=[CH:11][CH:10]=1.[O:16]1[CH2:20][CH2:19][O:18][CH:17]1[CH2:21]Br, predict the reaction product. The product is: [O:16]1[CH2:20][CH2:19][O:18][CH:17]1[CH2:21][O:15][C:12]1[CH:13]=[CH:14][C:9]([I:8])=[CH:10][CH:11]=1.